Dataset: Forward reaction prediction with 1.9M reactions from USPTO patents (1976-2016). Task: Predict the product of the given reaction. (1) The product is: [C:30]([O:34][C:3]([N:5]([C@@H:18]([C:20]1[C:29]2[C:24](=[CH:25][CH:26]=[CH:27][CH:28]=2)[CH:23]=[CH:22][CH:21]=1)[CH3:19])[C@H:6]1[CH2:10][CH2:9][N:8]([C:11]([O:13][C:14]([CH3:17])([CH3:15])[CH3:16])=[O:12])[CH2:7]1)=[O:4])([CH3:33])([CH3:32])[CH3:31]. Given the reactants [Ca].Cl[C:3]([N:5]([C@@H:18]([C:20]1[C:29]2[C:24](=[CH:25][CH:26]=[CH:27][CH:28]=2)[CH:23]=[CH:22][CH:21]=1)[CH3:19])[C@H:6]1[CH2:10][CH2:9][N:8]([C:11]([O:13][C:14]([CH3:17])([CH3:16])[CH3:15])=[O:12])[CH2:7]1)=[O:4].[C:30]([OH:34])([CH3:33])([CH3:32])[CH3:31], predict the reaction product. (2) Given the reactants [F:1][C:2]([S:5][C:6]1[CH:13]=[CH:12][C:9]([CH:10]=O)=[CH:8][CH:7]=1)([F:4])[F:3].[F:14][CH:15]([C:28]1[CH:32]=[C:31]([CH3:33])[N:30]([CH2:34][C:35]2[CH:40]=[CH:39][C:38]([CH3:41])=[CH:37][CH:36]=2)[N:29]=1)S(C1SC2C=CC=CC=2N=1)(=O)=O.C[Si](C)(C)[N-][Si](C)(C)C.[Li+].[Cl-].[NH4+], predict the reaction product. The product is: [F:14]/[C:15](/[C:28]1[CH:32]=[C:31]([CH3:33])[N:30]([CH2:34][C:35]2[CH:36]=[CH:37][C:38]([CH3:41])=[CH:39][CH:40]=2)[N:29]=1)=[CH:10]\[C:9]1[CH:12]=[CH:13][C:6]([S:5][C:2]([F:4])([F:3])[F:1])=[CH:7][CH:8]=1. (3) Given the reactants Cl[C:2]1[N:7]=[C:6]([C:8]2[C:16]3[C:11](=[CH:12][CH:13]=[CH:14][CH:15]=3)[N:10]([S:17]([C:20]3[CH:25]=[CH:24][CH:23]=[CH:22][CH:21]=3)(=[O:19])=[O:18])[CH:9]=2)[C:5]([Cl:26])=[CH:4][N:3]=1.[CH2:27]([O:34][C:35](=[O:45])[NH:36][C:37]1([CH3:44])[CH2:42][CH2:41][CH2:40][CH:39]([NH2:43])[CH2:38]1)[C:28]1[CH:33]=[CH:32][CH:31]=[CH:30][CH:29]=1.Cl.CCN(C(C)C)C(C)C, predict the reaction product. The product is: [CH2:27]([O:34][C:35](=[O:45])[NH:36][C:37]1([CH3:44])[CH2:42][CH2:41][CH2:40][CH:39]([NH:43][C:2]2[N:7]=[C:6]([C:8]3[C:16]4[C:11](=[CH:12][CH:13]=[CH:14][CH:15]=4)[N:10]([S:17]([C:20]4[CH:21]=[CH:22][CH:23]=[CH:24][CH:25]=4)(=[O:19])=[O:18])[CH:9]=3)[C:5]([Cl:26])=[CH:4][N:3]=2)[CH2:38]1)[C:28]1[CH:29]=[CH:30][CH:31]=[CH:32][CH:33]=1.